Dataset: Catalyst prediction with 721,799 reactions and 888 catalyst types from USPTO. Task: Predict which catalyst facilitates the given reaction. (1) Reactant: [C:1]([C:4]1[CH:12]=[C:11]2[C:7]([CH:8]=[CH:9][NH:10]2)=[CH:6][CH:5]=1)([OH:3])=O.[NH2:13][C@@H:14]([C:18]([N:20]1[CH2:25][CH2:24][CH:23]([CH:26]2[CH2:31][CH2:30][N:29]([CH3:32])[CH2:28][CH2:27]2)[CH2:22][CH2:21]1)=[O:19])[CH:15]([CH3:17])[CH3:16].C(P(=O)(OCC)OCC)#N. Product: [NH3:10].[NH:10]1[C:11]2[C:7](=[CH:6][CH:5]=[C:4]([C:1]([NH:13][C@@H:14]([C:18]([N:20]3[CH2:25][CH2:24][CH:23]([CH:26]4[CH2:27][CH2:28][N:29]([CH3:32])[CH2:30][CH2:31]4)[CH2:22][CH2:21]3)=[O:19])[CH:15]([CH3:16])[CH3:17])=[O:3])[CH:12]=2)[CH:8]=[CH:9]1. The catalyst class is: 2. (2) Reactant: [C:1]1([C:7]2[CH:12]=[C:11]([CH:13]([CH2:16][OH:17])[CH2:14][OH:15])[CH:10]=[CH:9][C:8]=2[NH:18][C:19]([C:21]2[N:22]([CH2:28][O:29][CH2:30][CH2:31][Si:32]([CH3:35])([CH3:34])[CH3:33])[CH:23]=[C:24]([C:26]#[N:27])[N:25]=2)=[O:20])[CH2:6][CH2:5][CH2:4][CH2:3][CH:2]=1.CCN(CC)CC.[CH3:43][S:44](Cl)(=[O:46])=[O:45]. Product: [C:26]([C:24]1[N:25]=[C:21]([C:19]([NH:18][C:8]2[CH:9]=[CH:10][C:11]([CH:13]([CH2:14][O:15][S:44]([CH3:43])(=[O:46])=[O:45])[CH2:16][O:17][S:44]([CH3:43])(=[O:46])=[O:45])=[CH:12][C:7]=2[C:1]2[CH2:6][CH2:5][CH2:4][CH2:3][CH:2]=2)=[O:20])[N:22]([CH2:28][O:29][CH2:30][CH2:31][Si:32]([CH3:34])([CH3:33])[CH3:35])[CH:23]=1)#[N:27]. The catalyst class is: 2. (3) Reactant: [CH3:1][O:2][C:3](=[O:21])[C:4]1[CH:9]=[C:8]([C:10](=[O:12])[CH3:11])[C:7]([C:13]([F:16])([F:15])[F:14])=[CH:6][C:5]=1[NH:17][C:18](=[O:20])[CH3:19].CO[CH:24](OC)[N:25]([CH3:27])[CH3:26]. Product: [CH3:1][O:2][C:3](=[O:21])[C:4]1[CH:9]=[C:8]([C:10](=[O:12])/[CH:11]=[CH:24]/[N:25]([CH3:27])[CH3:26])[C:7]([C:13]([F:16])([F:15])[F:14])=[CH:6][C:5]=1[NH:17][C:18](=[O:20])[CH3:19]. The catalyst class is: 25. (4) Reactant: [F:1][C:2]1[C:10]2[C:9]([CH3:12])([CH3:11])[O:8][B:7]([OH:13])[C:6]=2[CH:5]=[C:4]([CH:14]=O)[CH:3]=1.[NH2:16][OH:17].Cl.CC([O-])=O.[Na+]. Product: [F:1][C:2]1[C:10]2[C:9]([CH3:12])([CH3:11])[O:8][B:7]([OH:13])[C:6]=2[CH:5]=[C:4](/[CH:14]=[N:16]/[OH:17])[CH:3]=1. The catalyst class is: 20. (5) Reactant: [Cl:1][C:2]1[CH:3]=[CH:4][C:5]2[NH:11][C:10](=S)[CH:9]([CH2:13][C:14]([O:16][CH2:17][CH3:18])=[O:15])[O:8][CH:7]([C:19]3[CH:24]=[CH:23][CH:22]=[C:21]([O:25][CH3:26])[C:20]=3[O:27][CH3:28])[C:6]=2[CH:29]=1.[NH:30]([C:32](=O)[C:33]([CH3:44])([CH3:43])[CH2:34][NH:35][C:36](=[O:42])[O:37][C:38]([CH3:41])([CH3:40])[CH3:39])[NH2:31]. Product: [CH2:17]([O:16][C:14](=[O:15])[CH2:13][CH:9]1[O:8][CH:7]([C:19]2[CH:24]=[CH:23][CH:22]=[C:21]([O:25][CH3:26])[C:20]=2[O:27][CH3:28])[C:6]2[CH:29]=[C:2]([Cl:1])[CH:3]=[CH:4][C:5]=2[N:11]2[C:32]([C:33]([CH3:44])([CH3:43])[CH2:34][NH:35][C:36]([O:37][C:38]([CH3:41])([CH3:40])[CH3:39])=[O:42])=[N:30][N:31]=[C:10]12)[CH3:18]. The catalyst class is: 12. (6) Reactant: [CH:1]1[CH:6]=[CH:5][C:4]([CH2:7][C:8]2[CH:13]=[CH:12][C:11]([NH2:14])=[CH:10][CH:9]=2)=[CH:3][CH:2]=1.C(OC(=O)C)(=O)C.[N+:22]([O-])([OH:24])=[O:23].Cl.[OH-].[Na+]. Product: [CH2:7]([C:8]1[CH:9]=[CH:10][C:11]([NH2:14])=[C:12]([N+:22]([O-:24])=[O:23])[CH:13]=1)[C:4]1[CH:3]=[CH:2][CH:1]=[CH:6][CH:5]=1. The catalyst class is: 88. (7) Reactant: Cl[C:2]1[CH:7]=[CH:6][N:5]=[C:4]([C:8]([NH2:10])=[O:9])[CH:3]=1.[OH:11][C:12]1[CH:13]=[CH:14][C:15]([NH:18][C:19]([C:21]2[C:22](=[O:36])[N:23]([C:30]3[CH:35]=[CH:34][CH:33]=[CH:32][CH:31]=3)[N:24]3[CH2:29][CH2:28][CH2:27][CH2:26][C:25]=23)=[O:20])=[N:16][CH:17]=1.CC([O-])(C)C.[K+]. Product: [C:8]([C:4]1[CH:3]=[C:2]([O:11][C:12]2[CH:13]=[CH:14][C:15]([NH:18][C:19]([C:21]3[C:22](=[O:36])[N:23]([C:30]4[CH:31]=[CH:32][CH:33]=[CH:34][CH:35]=4)[N:24]4[CH2:29][CH2:28][CH2:27][CH2:26][C:25]=34)=[O:20])=[N:16][CH:17]=2)[CH:7]=[CH:6][N:5]=1)(=[O:9])[NH2:10]. The catalyst class is: 18. (8) Reactant: C([O:8][C:9]1[CH:14]=[CH:13][C:12]([C:15]([CH3:22])([CH3:21])[C:16]([O:18][CH2:19][CH3:20])=[O:17])=[CH:11][CH:10]=1)C1C=CC=CC=1. Product: [OH:8][C:9]1[CH:10]=[CH:11][C:12]([C:15]([CH3:21])([CH3:22])[C:16]([O:18][CH2:19][CH3:20])=[O:17])=[CH:13][CH:14]=1. The catalyst class is: 349.